Dataset: Merck oncology drug combination screen with 23,052 pairs across 39 cell lines. Task: Regression. Given two drug SMILES strings and cell line genomic features, predict the synergy score measuring deviation from expected non-interaction effect. Drug 1: NC(=O)c1cccc2cn(-c3ccc(C4CCCNC4)cc3)nc12. Drug 2: Cc1nc(Nc2ncc(C(=O)Nc3c(C)cccc3Cl)s2)cc(N2CCN(CCO)CC2)n1. Cell line: EFM192B. Synergy scores: synergy=33.8.